Dataset: Reaction yield outcomes from USPTO patents with 853,638 reactions. Task: Predict the reaction yield, written as a fraction of the theoretical maximum amount of product (1.0 means a 100% yield; for example, 0.34 means a 34% yield). (1) The reactants are C[O:2][C:3]1[C:8]([C@@:9]2([CH3:15])[CH2:13][CH2:12][NH:11][C:10]2=[O:14])=[CH:7][CH:6]=[C:5]([C:16]2[CH:17]=[C:18]3[C:22](=[CH:23][CH:24]=2)[N:21]([CH3:25])[CH:20]=[CH:19]3)[N:4]=1.C([S-])CC.[Na+].CN(C=O)C. The catalyst is CCO. The product is [CH3:25][N:21]1[C:22]2[C:18](=[CH:17][C:16]([C:5]3[NH:4][C:3](=[O:2])[C:8]([C@@:9]4([CH3:15])[CH2:13][CH2:12][NH:11][C:10]4=[O:14])=[CH:7][CH:6]=3)=[CH:24][CH:23]=2)[CH:19]=[CH:20]1. The yield is 0.970. (2) The reactants are [Cl:1][C:2]1[C:6]([N:7]([CH2:14][C:15]#[CH:16])[C:8](=[O:13])[CH:9]([S:11][CH3:12])[CH3:10])=[CH:5][N:4]([C:17]2[CH:18]=[N:19][CH:20]=[CH:21][CH:22]=2)[N:3]=1.B1([O-])OO1.[OH2:27].[OH2:28].O.O.[Na+].C([O-])(O)=O.[Na+]. The catalyst is C(O)(=O)C. The product is [Cl:1][C:2]1[C:6]([N:7]([CH2:14][C:15]#[CH:16])[C:8](=[O:13])[CH:9]([S:11]([CH3:12])(=[O:28])=[O:27])[CH3:10])=[CH:5][N:4]([C:17]2[CH:18]=[N:19][CH:20]=[CH:21][CH:22]=2)[N:3]=1. The yield is 0.730.